This data is from Full USPTO retrosynthesis dataset with 1.9M reactions from patents (1976-2016). The task is: Predict the reactants needed to synthesize the given product. (1) Given the product [CH:16]1([C:3]2[C:2]([C:22]3[CH:23]=[N:24][CH:25]=[C:20]([F:19])[CH:21]=3)=[CH:11][CH:10]=[C:9]3[C:4]=2[CH2:5][CH2:6][C:7]2[N:8]3[C:12]([CH3:15])=[N:13][N:14]=2)[CH2:18][CH2:17]1, predict the reactants needed to synthesize it. The reactants are: Br[C:2]1[C:3]([CH:16]2[CH2:18][CH2:17]2)=[C:4]2[C:9](=[CH:10][CH:11]=1)[N:8]1[C:12]([CH3:15])=[N:13][N:14]=[C:7]1[CH2:6][CH2:5]2.[F:19][C:20]1[CH:21]=[C:22](B(O)O)[CH:23]=[N:24][CH:25]=1.O1CCOCC1.C(=O)([O-])[O-].[Na+].[Na+]. (2) Given the product [CH2:21]([C:25]1[CH:26]=[C:27]2[C:32](=[C:33]([O:14][CH:11]3[CH2:10][CH2:9][NH:8][CH2:13][CH2:12]3)[CH:34]=1)[N:31]=[CH:30][CH:29]=[CH:28]2)[CH2:22][CH2:23][CH3:24], predict the reactants needed to synthesize it. The reactants are: C([N:8]1[CH2:13][CH2:12][CH:11]([OH:14])[CH2:10][CH2:9]1)(OC(C)(C)C)=O.CC(C)([O-])C.[Na+].[CH2:21]([C:25]1[CH:26]=[C:27]2[C:32](=[C:33](F)[CH:34]=1)[N:31]=[CH:30][CH:29]=[CH:28]2)[CH2:22][CH2:23][CH3:24].[Na].C(N1CCC(O)CC1)(OC(C)(C)C)=O.[Cl-].[NH4+].Cl.C(O)(C)C. (3) Given the product [C:23]([CH:7]1[C:8]2[C:3](=[C:2]([Cl:1])[CH:11]=[CH:10][CH:9]=2)[CH2:4][CH2:5][C:6]1([NH2:15])[C:12]([OH:14])=[O:13])([O:24][CH2:25][CH:26]1[C:27]2[C:32](=[CH:31][CH:30]=[CH:29][CH:28]=2)[C:33]2[C:38]1=[CH:37][CH:36]=[CH:35][CH:34]=2)=[O:39], predict the reactants needed to synthesize it. The reactants are: [Cl:1][C:2]1[CH:11]=[CH:10][CH:9]=[C:8]2[C:3]=1[CH2:4][CH2:5][C:6]([NH2:15])([C:12]([OH:14])=[O:13])[CH2:7]2.C(N(CC)CC)C.[C:23](=O)([O:39]N1C(=O)CCC1=O)[O:24][CH2:25][CH:26]1[C:38]2[CH:37]=[CH:36][CH:35]=[CH:34][C:33]=2[C:32]2[C:27]1=[CH:28][CH:29]=[CH:30][CH:31]=2. (4) Given the product [C:7]1([CH:2]([CH3:3])[CH3:1])[CH:12]=[CH:11][CH:10]=[CH:9][CH:8]=1, predict the reactants needed to synthesize it. The reactants are: [CH3:1][CH2:2][CH3:3].C=CC.[CH:7]1[CH:12]=[CH:11][CH:10]=[CH:9][CH:8]=1. (5) Given the product [F:45][C:32]1([F:31])[CH2:37][CH2:36][C@H:35]([O:38][C:13]2[CH:14]=[C:15]([F:16])[C:10]([S:7]([N:6]([CH2:5][C:4]3[CH:25]=[CH:26][C:27]([O:29][CH3:30])=[CH:28][C:3]=3[O:2][CH3:1])[C:19]3[CH:24]=[CH:23][N:22]=[CH:21][N:20]=3)(=[O:8])=[O:9])=[C:11]([F:18])[CH:12]=2)[C@@H:34]([C:39]2[N:43]([CH3:44])[N:42]=[CH:41][CH:40]=2)[CH2:33]1, predict the reactants needed to synthesize it. The reactants are: [CH3:1][O:2][C:3]1[CH:28]=[C:27]([O:29][CH3:30])[CH:26]=[CH:25][C:4]=1[CH2:5][N:6]([C:19]1[CH:24]=[CH:23][N:22]=[CH:21][N:20]=1)[S:7]([C:10]1[C:15]([F:16])=[CH:14][C:13](F)=[CH:12][C:11]=1[F:18])(=[O:9])=[O:8].[F:31][C:32]1([F:45])[CH2:37][CH2:36][C@H:35]([OH:38])[C@@H:34]([C:39]2[N:43]([CH3:44])[N:42]=[CH:41][CH:40]=2)[CH2:33]1.[H-].[Na+]. (6) Given the product [Cl:17][C:13]1[CH:12]=[C:11]([C:8]([F:10])([F:9])[C:7]([NH2:1])=[O:6])[CH:16]=[CH:15][CH:14]=1, predict the reactants needed to synthesize it. The reactants are: [NH3:1].CO.C([O:6][C:7](=O)[C:8]([C:11]1[CH:16]=[CH:15][CH:14]=[C:13]([Cl:17])[CH:12]=1)([F:10])[F:9])C. (7) Given the product [C:1]1([NH:7][C:8]2[O:9][CH:10]=[C:11]([C:13]([OH:15])=[O:14])[N:12]=2)[CH:2]=[CH:3][CH:4]=[CH:5][CH:6]=1, predict the reactants needed to synthesize it. The reactants are: [C:1]1([NH:7][C:8]2[O:9][CH:10]=[C:11]([C:13]([O:15]CC)=[O:14])[N:12]=2)[CH:6]=[CH:5][CH:4]=[CH:3][CH:2]=1.[OH-].[Li+].O.Cl.